From a dataset of Full USPTO retrosynthesis dataset with 1.9M reactions from patents (1976-2016). Predict the reactants needed to synthesize the given product. (1) Given the product [Br:1][C:2]1[N:6]2[N:7]=[C:8]([NH:21][CH2:20][CH2:19][CH2:18][N:15]3[CH2:16][CH2:17][O:12][CH2:13][CH2:14]3)[CH:9]=[CH:10][C:5]2=[N:4][CH:3]=1, predict the reactants needed to synthesize it. The reactants are: [Br:1][C:2]1[N:6]2[N:7]=[C:8](Cl)[CH:9]=[CH:10][C:5]2=[N:4][CH:3]=1.[O:12]1[CH2:17][CH2:16][N:15]([CH2:18][CH2:19][CH2:20][NH2:21])[CH2:14][CH2:13]1.C(Cl)Cl.CO.[NH4+].[OH-]. (2) The reactants are: [H-].[Na+].[CH3:3][O:4][C:5]1[CH:6]=[CH:7]C2N[C:13](=O)[CH2:12][C:11](=[O:16])[N:10]([CH3:17])[C:9]=2[CH:18]=1.[CH3:19]I.O.[CH3:22][N:23]([CH:25]=[O:26])[CH3:24]. Given the product [CH3:3][O:4][C:5]1[CH:6]=[CH:7][C:22]2[N:23]([CH3:24])[C:25](=[O:26])[C:12]([CH3:13])([CH3:19])[C:11](=[O:16])[N:10]([CH3:17])[C:9]=2[CH:18]=1, predict the reactants needed to synthesize it.